Dataset: Forward reaction prediction with 1.9M reactions from USPTO patents (1976-2016). Task: Predict the product of the given reaction. Given the reactants [CH3:1][C:2]1[N:6]=[C:5]([CH3:7])[S:4][C:3]=1/[CH:8]=[CH:9]/[C:10](N(C)C)=O.[N:15]1([C:21]2[CH:26]=[CH:25][C:24]([NH:27][C:28]([NH2:30])=[NH:29])=[CH:23][CH:22]=2)[CH2:20][CH2:19][S:18][CH2:17][CH2:16]1, predict the reaction product. The product is: [CH3:7][C:5]1[S:4][C:3]([C:8]2[CH:9]=[CH:10][N:30]=[C:28]([NH:27][C:24]3[CH:23]=[CH:22][C:21]([N:15]4[CH2:20][CH2:19][S:18][CH2:17][CH2:16]4)=[CH:26][CH:25]=3)[N:29]=2)=[C:2]([CH3:1])[N:6]=1.